From a dataset of Catalyst prediction with 721,799 reactions and 888 catalyst types from USPTO. Predict which catalyst facilitates the given reaction. (1) Reactant: O[CH2:2][CH2:3][N:4]1[C:8]2[CH:9]=[CH:10][C:11]([N+:13]([O-:15])=[O:14])=[CH:12][C:7]=2[N:6]=[CH:5]1.C1(P(C2C=CC=CC=2)C2C=CC=CC=2)C=CC=CC=1.CCOC(/N=N/C(OCC)=O)=O.[C:47]1(=[O:57])[NH:51][C:50](=[O:52])[C:49]2=[CH:53][CH:54]=[CH:55][CH:56]=[C:48]12. Product: [C:47]1(=[O:57])[N:51]([CH2:2][CH2:3][N:4]2[C:8]3[CH:9]=[CH:10][C:11]([N+:13]([O-:15])=[O:14])=[CH:12][C:7]=3[N:6]=[CH:5]2)[C:50](=[O:52])[C:49]2=[CH:53][CH:54]=[CH:55][CH:56]=[C:48]12. The catalyst class is: 828. (2) Reactant: [CH3:1][O:2][C:3]1[CH:8]=[CH:7][C:6]([CH2:9][C:10]#[N:11])=[CH:5][CH:4]=1.[C:12]1(=[O:18])[CH2:17][CH2:16][CH2:15][CH2:14][CH2:13]1.N12CCCNC1=NCCC2.Cl. Product: [C:10]([CH:9]([C:6]1[CH:7]=[CH:8][C:3]([O:2][CH3:1])=[CH:4][CH:5]=1)[C:12]1([OH:18])[CH2:17][CH2:16][CH2:15][CH2:14][CH2:13]1)#[N:11]. The catalyst class is: 195. (3) Product: [OH:1][CH2:2][CH2:3][C:4]1[CH:9]=[CH:8][C:7]([NH:10][C:11]2[C:24]3[C:23](=[O:25])[C:22]4[C:17](=[CH:18][CH:19]=[CH:20][CH:21]=4)[C:16](=[O:26])[C:15]=3[C:14]([NH2:27])=[C:13]([S:29][CH2:30][CH2:31][OH:32])[CH:12]=2)=[CH:6][CH:5]=1. Reactant: [OH:1][CH2:2][CH2:3][C:4]1[CH:9]=[CH:8][C:7]([NH:10][C:11]2[C:24]3[C:23](=[O:25])[C:22]4[C:17](=[CH:18][CH:19]=[CH:20][CH:21]=4)[C:16](=[O:26])[C:15]=3[C:14]([NH2:27])=[C:13](Cl)[CH:12]=2)=[CH:6][CH:5]=1.[SH:29][CH2:30][CH2:31][OH:32].[OH-].[Na+]. The catalyst class is: 9. (4) Reactant: [C:1]([O:5][C:6]([NH:8][C:9]1[CH:17]=[CH:16][CH:15]=[C:14]([CH3:18])[C:10]=1[C:11]([OH:13])=[O:12])=[O:7])([CH3:4])([CH3:3])[CH3:2].[Br-:19].[Br-].[Br-].C([N+](CCCC)(CCCC)CCCC)CCC.C([N+](CCCC)(CCCC)CCCC)CCC.C([N+](CCCC)(CCCC)CCCC)CCC.O. Product: [Br:19][C:15]1[C:14]([CH3:18])=[C:10]([C:9]([NH:8][C:6]([O:5][C:1]([CH3:4])([CH3:3])[CH3:2])=[O:7])=[CH:17][CH:16]=1)[C:11]([OH:13])=[O:12]. The catalyst class is: 3. (5) Reactant: [Cl:1][C:2]1[CH:7]=[CH:6][C:5]([N:8]2[C:13](=[O:14])[C:12]3[CH:15]=[N:16][N:17]([C:18]4[CH:19]=[C:20]([NH:24][S:25]([CH3:28])(=[O:27])=[O:26])[CH:21]=[CH:22][CH:23]=4)[C:11]=3[N:10]=[C:9]2[C:29]2[CH:34]=[CH:33][C:32](B3OC(C)(C)C(C)(C)O3)=[CH:31][CH:30]=2)=[CH:4][CH:3]=1.I[N:45]1[CH:50]=[CH:49][CH:48]=[CH:47][NH:46]1.C(=O)([O-])[O-].[Cs+].[Cs+]. Product: [Cl:1][C:2]1[CH:3]=[CH:4][C:5]([N:8]2[C:13](=[O:14])[C:12]3[CH:15]=[N:16][N:17]([C:18]4[CH:19]=[C:20]([NH:24][S:25]([CH3:28])(=[O:26])=[O:27])[CH:21]=[CH:22][CH:23]=4)[C:11]=3[N:10]=[C:9]2[C:29]2[CH:30]=[CH:31][C:32]([C:50]3[N:45]=[N:46][CH:47]=[CH:48][CH:49]=3)=[CH:33][CH:34]=2)=[CH:6][CH:7]=1. The catalyst class is: 423. (6) Reactant: [C:1]([NH:4][C:5]1[CH:6]=[C:7]([O:14]CC2C=CC=CC=2)[C:8]([N+:11]([O-])=O)=[N:9][CH:10]=1)(=[O:3])[CH3:2]. Product: [NH2:11][C:8]1[C:7]([OH:14])=[CH:6][C:5]([NH:4][C:1](=[O:3])[CH3:2])=[CH:10][N:9]=1. The catalyst class is: 43. (7) Reactant: [Cl:1][C:2]1[CH:7]=[CH:6][C:5]([NH:8][C:9]([C:11]2[CH:16]=[CH:15][C:14](Br)=[CH:13][N:12]=2)=[O:10])=[CH:4][CH:3]=1.C([Li])(C)(C)C.[CH:23]([Si:26]([CH:41]([CH3:43])[CH3:42])([CH:38]([CH3:40])[CH3:39])[N:27]1[C:31]2=[N:32][CH:33]=[CH:34][CH:35]=[C:30]2[C:29]([CH:36]=[O:37])=[CH:28]1)([CH3:25])[CH3:24].O. Product: [Cl:1][C:2]1[CH:7]=[CH:6][C:5]([NH:8][C:9]([C:11]2[CH:16]=[CH:15][C:14]([CH:36]([OH:37])[C:29]3[C:30]4[C:31](=[N:32][CH:33]=[CH:34][CH:35]=4)[N:27]([Si:26]([CH:38]([CH3:40])[CH3:39])([CH:41]([CH3:43])[CH3:42])[CH:23]([CH3:24])[CH3:25])[CH:28]=3)=[CH:13][N:12]=2)=[O:10])=[CH:4][CH:3]=1. The catalyst class is: 7.